This data is from NCI-60 drug combinations with 297,098 pairs across 59 cell lines. The task is: Regression. Given two drug SMILES strings and cell line genomic features, predict the synergy score measuring deviation from expected non-interaction effect. Drug 1: CC1=C2C(C(=O)C3(C(CC4C(C3C(C(C2(C)C)(CC1OC(=O)C(C(C5=CC=CC=C5)NC(=O)OC(C)(C)C)O)O)OC(=O)C6=CC=CC=C6)(CO4)OC(=O)C)OC)C)OC. Drug 2: CC1=C2C(C(=O)C3(C(CC4C(C3C(C(C2(C)C)(CC1OC(=O)C(C(C5=CC=CC=C5)NC(=O)C6=CC=CC=C6)O)O)OC(=O)C7=CC=CC=C7)(CO4)OC(=O)C)O)C)OC(=O)C. Cell line: KM12. Synergy scores: CSS=64.7, Synergy_ZIP=2.35, Synergy_Bliss=0.861, Synergy_Loewe=4.33, Synergy_HSA=6.99.